From a dataset of hERG Central: cardiac toxicity at 1µM, 10µM, and general inhibition. Predict hERG channel inhibition at various concentrations. (1) The molecule is COc1ccc(O)c(CN2CCC(n3nccc3NC(=O)C3CCCC3)CC2)c1. Results: hERG_inhib (hERG inhibition (general)): blocker. (2) The compound is O=C(CC1SC(=Nc2ccc(OC(F)F)cc2)N(CCN2CCOCC2)C1=O)Nc1ccc(F)cc1F. Results: hERG_inhib (hERG inhibition (general)): blocker. (3) The drug is Cl.OC(COc1c(F)cc(Br)cc1F)CN1CCc2ccccc2C1. Results: hERG_inhib (hERG inhibition (general)): blocker. (4) The compound is COc1cccc(CCNCc2ccc(SC)cc2)c1.O=C(O)C(=O)O. Results: hERG_inhib (hERG inhibition (general)): blocker.